This data is from Forward reaction prediction with 1.9M reactions from USPTO patents (1976-2016). The task is: Predict the product of the given reaction. (1) Given the reactants [Cl:1][C:2]1[CH:3]=[C:4]([C:9]2([C:24]([F:27])([F:26])[F:25])[O:13][N:12]=[C:11]([C:14]3[CH:22]=[CH:21][C:17]([C:18](O)=[O:19])=[C:16]([CH3:23])[CH:15]=3)[CH2:10]2)[CH:5]=[C:6]([Cl:8])[CH:7]=1.[NH2:28][CH2:29][CH:30]1[O:34][N:33]([CH2:35][CH3:36])[C:32](=[O:37])[CH2:31]1, predict the reaction product. The product is: [Cl:1][C:2]1[CH:3]=[C:4]([C:9]2([C:24]([F:26])([F:25])[F:27])[O:13][N:12]=[C:11]([C:14]3[CH:22]=[CH:21][C:17]([C:18]([NH:28][CH2:29][CH:30]4[O:34][N:33]([CH2:35][CH3:36])[C:32](=[O:37])[CH2:31]4)=[O:19])=[C:16]([CH3:23])[CH:15]=3)[CH2:10]2)[CH:5]=[C:6]([Cl:8])[CH:7]=1. (2) Given the reactants Cl.[Cl:2][C:3]1[N:8]=[CH:7][C:6]([CH2:9][N:10]2[CH:15]=[CH:14][CH:13]=[CH:12][C:11]2=[NH:16])=[CH:5][CH:4]=1.C(N(CC)CC)C.[CH2:24]([N:26]=[C:27]=[S:28])[CH3:25], predict the reaction product. The product is: [Cl:2][C:3]1[N:8]=[CH:7][C:6]([CH2:9][N:10]2[CH:15]=[CH:14][CH:13]=[CH:12][C:11]2=[N:16][C:27]([NH:26][CH2:24][CH3:25])=[S:28])=[CH:5][CH:4]=1.